Dataset: NCI-60 drug combinations with 297,098 pairs across 59 cell lines. Task: Regression. Given two drug SMILES strings and cell line genomic features, predict the synergy score measuring deviation from expected non-interaction effect. (1) Drug 1: CC1C(C(CC(O1)OC2CC(CC3=C2C(=C4C(=C3O)C(=O)C5=C(C4=O)C(=CC=C5)OC)O)(C(=O)C)O)N)O.Cl. Drug 2: CN1C2=C(C=C(C=C2)N(CCCl)CCCl)N=C1CCCC(=O)O.Cl. Cell line: SF-268. Synergy scores: CSS=24.1, Synergy_ZIP=1.86, Synergy_Bliss=7.31, Synergy_Loewe=-17.7, Synergy_HSA=3.93. (2) Drug 1: C1=CC=C(C(=C1)C(C2=CC=C(C=C2)Cl)C(Cl)Cl)Cl. Drug 2: CS(=O)(=O)OCCCCOS(=O)(=O)C. Cell line: HOP-92. Synergy scores: CSS=-0.759, Synergy_ZIP=0.580, Synergy_Bliss=2.57, Synergy_Loewe=-0.918, Synergy_HSA=-0.0126. (3) Drug 1: CNC(=O)C1=CC=CC=C1SC2=CC3=C(C=C2)C(=NN3)C=CC4=CC=CC=N4. Drug 2: CS(=O)(=O)OCCCCOS(=O)(=O)C. Cell line: U251. Synergy scores: CSS=30.1, Synergy_ZIP=0.368, Synergy_Bliss=3.22, Synergy_Loewe=-1.70, Synergy_HSA=5.83. (4) Drug 1: CC12CCC(CC1=CCC3C2CCC4(C3CC=C4C5=CN=CC=C5)C)O. Drug 2: CC12CCC3C(C1CCC2O)C(CC4=C3C=CC(=C4)O)CCCCCCCCCS(=O)CCCC(C(F)(F)F)(F)F. Cell line: MOLT-4. Synergy scores: CSS=16.6, Synergy_ZIP=-1.13, Synergy_Bliss=10.6, Synergy_Loewe=6.22, Synergy_HSA=7.43.